Task: Predict which catalyst facilitates the given reaction.. Dataset: Catalyst prediction with 721,799 reactions and 888 catalyst types from USPTO (1) Product: [Cl:1][C:2]1[C:7]([O:8][CH3:9])=[CH:6][CH:5]=[CH:4][C:3]=1[CH2:10][CH:11]([NH:13][CH:14]=[O:15])[CH3:12]. The catalyst class is: 12. Reactant: [Cl:1][C:2]1[C:7]([O:8][CH3:9])=[CH:6][CH:5]=[CH:4][C:3]=1[CH2:10][CH:11]([NH2:13])[CH3:12].[CH:14](OCC)=[O:15]. (2) Reactant: FC(F)(F)S(O[CH2:7][C:8]([C:11]1[CH:16]=[CH:15][C:14]([CH:17]([F:19])[F:18])=[CH:13][N:12]=1)([F:10])[F:9])(=O)=O.[NH:22]1[CH2:27][CH2:26][CH:25]([NH:28][C:29]2[C:30]3[CH:37]=[CH:36][N:35]([S:38]([C:41]4[CH:47]=[CH:46][C:44]([CH3:45])=[CH:43][CH:42]=4)(=[O:40])=[O:39])[C:31]=3[N:32]=[CH:33][N:34]=2)[CH2:24][CH2:23]1.CCN(C(C)C)C(C)C. Product: [F:19][CH:17]([F:18])[C:14]1[CH:15]=[CH:16][C:11]([C:8]([F:9])([F:10])[CH2:7][N:22]2[CH2:27][CH2:26][CH:25]([NH:28][C:29]3[C:30]4[CH:37]=[CH:36][N:35]([S:38]([C:41]5[CH:47]=[CH:46][C:44]([CH3:45])=[CH:43][CH:42]=5)(=[O:40])=[O:39])[C:31]=4[N:32]=[CH:33][N:34]=3)[CH2:24][CH2:23]2)=[N:12][CH:13]=1. The catalyst class is: 59. (3) Reactant: C[O:2][C:3]([C@H:5]1[CH2:10][CH2:9][C@H:8]([C:11]2[C:15]3[CH:16]=[CH:17][CH:18]=[CH:19][C:14]=3[O:13][N:12]=2)[CH2:7][CH2:6]1)=[O:4].[OH-].[Na+].Cl. Product: [O:13]1[C:14]2[CH:19]=[CH:18][CH:17]=[CH:16][C:15]=2[C:11]([C@H:8]2[CH2:7][CH2:6][C@H:5]([C:3]([OH:4])=[O:2])[CH2:10][CH2:9]2)=[N:12]1. The catalyst class is: 12. (4) Reactant: Br[CH2:2][C:3]([O:5][CH3:6])=[O:4].[S-:7][CH2:8][CH2:9][CH3:10].[Na+]. Product: [CH3:6][O:5][C:3](=[O:4])[CH2:2][S:7][CH2:8][CH2:9][CH3:10]. The catalyst class is: 5. (5) Reactant: [Br:1][C:2]1[CH:7]=[CH:6][CH:5]=[CH:4][C:3]=1[NH:8][C:9]1[O:10][C:11]2[CH:17]=[C:16]([CH2:18][C:19]([O:21]CC)=[O:20])[CH:15]=[CH:14][C:12]=2[N:13]=1.[OH-].[Na+]. Product: [Br:1][C:2]1[CH:7]=[CH:6][CH:5]=[CH:4][C:3]=1[NH:8][C:9]1[O:10][C:11]2[CH:17]=[C:16]([CH2:18][C:19]([OH:21])=[O:20])[CH:15]=[CH:14][C:12]=2[N:13]=1. The catalyst class is: 36. (6) Reactant: [NH2:1][C@@H:2]1[CH2:6][CH2:5][CH2:4][C@H:3]1[OH:7].[C:8]1([C:14](Cl)([C:21]2[CH:26]=[CH:25][CH:24]=[CH:23][CH:22]=2)[C:15]2[CH:20]=[CH:19][CH:18]=[CH:17][CH:16]=2)[CH:13]=[CH:12][CH:11]=[CH:10][CH:9]=1.C(N(CC)CC)C. Product: [C:14]([NH:1][C@@H:2]1[CH2:6][CH2:5][CH2:4][C@H:3]1[OH:7])([C:8]1[CH:13]=[CH:12][CH:11]=[CH:10][CH:9]=1)([C:21]1[CH:22]=[CH:23][CH:24]=[CH:25][CH:26]=1)[C:15]1[CH:16]=[CH:17][CH:18]=[CH:19][CH:20]=1. The catalyst class is: 4. (7) Reactant: [F:1][C:2]1[CH:3]=[C:4]([C:8]2[N:13]=[CH:12][C:11]([C:14]([NH:16][CH:17]3[CH2:22][CH2:21][N:20]([C:23]4[CH:35]=[CH:34][C:26]([C:27]([O:29]C(C)(C)C)=[O:28])=[CH:25][N:24]=4)[CH2:19][CH2:18]3)=[O:15])=[CH:10][CH:9]=2)[CH:5]=[CH:6][CH:7]=1.C(Cl)Cl.C(O)(C(F)(F)F)=O. Product: [F:1][C:2]1[CH:3]=[C:4]([C:8]2[N:13]=[CH:12][C:11]([C:14]([NH:16][CH:17]3[CH2:22][CH2:21][N:20]([C:23]4[CH:35]=[CH:34][C:26]([C:27]([OH:29])=[O:28])=[CH:25][N:24]=4)[CH2:19][CH2:18]3)=[O:15])=[CH:10][CH:9]=2)[CH:5]=[CH:6][CH:7]=1. The catalyst class is: 11.